The task is: Predict the product of the given reaction.. This data is from Forward reaction prediction with 1.9M reactions from USPTO patents (1976-2016). (1) Given the reactants [CH3:1][C@H:2]1[N:13]([CH3:14])[C:12](=[O:15])[C@H:11]([NH:16]C(=O)OC(C)(C)C)[CH2:10][CH:9]=[CH:8][CH2:7][CH2:6][C:5](=[O:24])[O:4][C@@H:3]1[C:25]1[CH:30]=[CH:29][CH:28]=[CH:27][CH:26]=1.FC(F)(F)C(O)=O, predict the reaction product. The product is: [NH2:16][C@@H:11]1[CH2:10][CH:9]=[CH:8][CH2:7][CH2:6][C:5](=[O:24])[O:4][C@H:3]([C:25]2[CH:30]=[CH:29][CH:28]=[CH:27][CH:26]=2)[C@@H:2]([CH3:1])[N:13]([CH3:14])[C:12]1=[O:15]. (2) Given the reactants [OH:1][C:2]1[C:3]2[C:7]([CH:8]=[C:9]([C:11]([O:13][CH2:14][CH3:15])=[O:12])[CH:10]=1)=[N:6][N:5]([CH:16]([CH3:18])[CH3:17])[CH:4]=2.Cl[C:20]1[N:21]=[CH:22][C:23]([C:26]([N:28]([CH3:30])[CH3:29])=[O:27])=[N:24][CH:25]=1, predict the reaction product. The product is: [CH3:29][N:28]([CH3:30])[C:26]([C:23]1[N:24]=[CH:25][C:20]([O:1][C:2]2[C:3]3[C:7]([CH:8]=[C:9]([C:11]([O:13][CH2:14][CH3:15])=[O:12])[CH:10]=2)=[N:6][N:5]([CH:16]([CH3:17])[CH3:18])[CH:4]=3)=[N:21][CH:22]=1)=[O:27]. (3) Given the reactants O=[CH:2][CH2:3][C@@H:4]1[CH2:9][N:8]([C:10]([O:12][CH2:13][C:14]2[CH:19]=[CH:18][CH:17]=[CH:16][CH:15]=2)=[O:11])[CH2:7][CH2:6][N:5]1[C:20]([O:22][C:23]([CH3:26])([CH3:25])[CH3:24])=[O:21].[CH3:27][NH:28][C:29]1[CH:34]=[CH:33][CH:32]=[CH:31][CH:30]=1.C(O[BH-](OC(=O)C)OC(=O)C)(=O)C.[Na+].C(=O)([O-])O.[Na+], predict the reaction product. The product is: [CH3:27][N:28]([C:29]1[CH:34]=[CH:33][CH:32]=[CH:31][CH:30]=1)[CH2:2][CH2:3][C@@H:4]1[CH2:9][N:8]([C:10]([O:12][CH2:13][C:14]2[CH:15]=[CH:16][CH:17]=[CH:18][CH:19]=2)=[O:11])[CH2:7][CH2:6][N:5]1[C:20]([O:22][C:23]([CH3:26])([CH3:24])[CH3:25])=[O:21]. (4) Given the reactants [CH:1]1([C:4]2[C:5]([O:14][CH2:15][C:16]3([C:22]([F:25])([F:24])[F:23])[CH2:21][CH2:20][CH2:19][CH2:18][CH2:17]3)=[CH:6][C:7]([F:13])=[C:8]([CH:12]=2)[C:9](O)=[O:10])[CH2:3][CH2:2]1.Cl.C(N=C=NCCCN(C)C)C.[CH3:38][S:39]([NH2:42])(=[O:41])=[O:40].Cl, predict the reaction product. The product is: [CH:1]1([C:4]2[C:5]([O:14][CH2:15][C:16]3([C:22]([F:25])([F:24])[F:23])[CH2:21][CH2:20][CH2:19][CH2:18][CH2:17]3)=[CH:6][C:7]([F:13])=[C:8]([CH:12]=2)[C:9]([NH:42][S:39]([CH3:38])(=[O:41])=[O:40])=[O:10])[CH2:3][CH2:2]1. (5) Given the reactants CS(O[CH2:6][CH2:7][CH2:8][CH:9]([CH3:12])[C:10]#[CH:11])(=O)=O.[F:13][C:14]([F:24])([F:23])[CH2:15][CH2:16][S:17]([CH2:20][C:21]#[N:22])(=[O:19])=[O:18].C(=O)([O-])[O-].[K+].[K+].Cl, predict the reaction product. The product is: [CH3:12][CH:9]([C:10]#[CH:11])[CH2:8][CH2:7][CH2:6][CH:20]([S:17]([CH2:16][CH2:15][C:14]([F:24])([F:13])[F:23])(=[O:19])=[O:18])[C:21]#[N:22]. (6) Given the reactants [OH:1][NH:2][C:3](=[NH:14])[C:4]1[CH:9]=[CH:8][CH:7]=[C:6]([S:10](=[O:13])(=[O:12])[NH2:11])[CH:5]=1.[F:15][CH:16]([F:36])[C:17]1[N:22]=[C:21]([C:23](O)=O)[N:20]=[C:19]([C:26]2[CH:31]=[CH:30][C:29]([C:32]([F:35])([F:34])[F:33])=[CH:28][CH:27]=2)[CH:18]=1, predict the reaction product. The product is: [F:36][CH:16]([F:15])[C:17]1[CH:18]=[C:19]([C:26]2[CH:27]=[CH:28][C:29]([C:32]([F:35])([F:34])[F:33])=[CH:30][CH:31]=2)[N:20]=[C:21]([C:23]2[O:1][N:2]=[C:3]([C:4]3[CH:5]=[C:6]([S:10]([NH2:11])(=[O:12])=[O:13])[CH:7]=[CH:8][CH:9]=3)[N:14]=2)[N:22]=1. (7) Given the reactants [C:1]12(C3C(=O)NN(C4C=CC=CN=4)C=3C)CC3CC(CC(C3)C1)C2.IC.[C:26]12([C:36]3[C:37](=[O:49])[NH:38][N:39]([C:42]4[CH:47]=[CH:46][C:45]([F:48])=[CH:44][CH:43]=4)[C:40]=3[CH3:41])[CH2:35][CH:30]3[CH2:31][CH:32]([CH2:34][CH:28]([CH2:29]3)[CH2:27]1)[CH2:33]2, predict the reaction product. The product is: [C:26]12([C:36]3[C:37](=[O:49])[N:38]([CH3:1])[N:39]([C:42]4[CH:43]=[CH:44][C:45]([F:48])=[CH:46][CH:47]=4)[C:40]=3[CH3:41])[CH2:33][CH:32]3[CH2:34][CH:28]([CH2:29][CH:30]([CH2:31]3)[CH2:35]1)[CH2:27]2.